This data is from HIV replication inhibition screening data with 41,000+ compounds from the AIDS Antiviral Screen. The task is: Binary Classification. Given a drug SMILES string, predict its activity (active/inactive) in a high-throughput screening assay against a specified biological target. (1) The drug is Cc1cc2c(c(N)c1C)C(=O)c1ccccc1C2=O. The result is 0 (inactive). (2) The molecule is O=C1OC(C(O)CO)C(C(O)CO)OC1=O. The result is 0 (inactive). (3) The drug is O=C(O)C1CSC(c2ccc(Br)cc2)N1. The result is 0 (inactive). (4) The molecule is CCCc1noc(C(F)(F)Sc2ncccn2)n1. The result is 0 (inactive). (5) The drug is c1ccc(CN2CCC(=NN3CCCCC3)CC2)cc1. The result is 0 (inactive).